Dataset: Catalyst prediction with 721,799 reactions and 888 catalyst types from USPTO. Task: Predict which catalyst facilitates the given reaction. (1) Product: [C:40]([O:44][C:45](=[O:51])[N:46]([CH2:48][CH2:49][O:39][C:34]1[CH:35]=[CH:36][CH:37]=[C:38]2[C:33]=1[CH:32]=[CH:31][N:30]2[S:27]([C:22]1[CH:23]=[CH:24][CH:25]=[CH:26][C:21]=1[F:20])(=[O:28])=[O:29])[CH3:47])([CH3:43])([CH3:42])[CH3:41]. Reactant: C1(P(C2C=CC=CC=2)C2C=CC=CC=2)C=CC=CC=1.[F:20][C:21]1[CH:26]=[CH:25][CH:24]=[CH:23][C:22]=1[S:27]([N:30]1[C:38]2[C:33](=[C:34]([OH:39])[CH:35]=[CH:36][CH:37]=2)[CH:32]=[CH:31]1)(=[O:29])=[O:28].[C:40]([O:44][C:45](=[O:51])[N:46]([CH2:48][CH2:49]O)[CH3:47])([CH3:43])([CH3:42])[CH3:41].CCOC(/N=N/C(OCC)=O)=O. The catalyst class is: 1. (2) Reactant: C([O:5][C:6]([CH:8]1[CH:12]([C:13]2[CH:18]=[CH:17][C:16]([C:19]([F:22])([F:21])[F:20])=[C:15]([Cl:23])[CH:14]=2)[C:11]([C:26]2[CH:31]=[CH:30][C:29]([Cl:32])=[CH:28][C:27]=2[F:33])([C:24]#[N:25])[CH:10]([CH2:34][C:35]([CH3:38])([CH3:37])[CH3:36])[NH:9]1)=[O:7])(C)(C)C.[F:39][C:40]([F:45])([F:44])[C:41]([OH:43])=[O:42]. Product: [F:39][C:40]([F:45])([F:44])[C:41]([OH:43])=[O:42].[Cl:32][C:29]1[CH:30]=[CH:31][C:26]([C:11]2([C:24]#[N:25])[CH:10]([CH2:34][C:35]([CH3:38])([CH3:37])[CH3:36])[NH:9][CH:8]([C:6]([OH:7])=[O:5])[CH:12]2[C:13]2[CH:18]=[CH:17][C:16]([C:19]([F:21])([F:22])[F:20])=[C:15]([Cl:23])[CH:14]=2)=[C:27]([F:33])[CH:28]=1. The catalyst class is: 4.